This data is from Full USPTO retrosynthesis dataset with 1.9M reactions from patents (1976-2016). The task is: Predict the reactants needed to synthesize the given product. (1) Given the product [C:25]1([S:31][CH2:14][C@@H:13]([OH:15])[CH2:12][O:11][S:1]([C:4]2[CH:10]=[CH:9][C:7]([CH3:8])=[CH:6][CH:5]=2)(=[O:3])=[O:2])[CH:30]=[CH:29][CH:28]=[CH:27][CH:26]=1, predict the reactants needed to synthesize it. The reactants are: [S:1]([O:11][CH2:12][C@@H:13]1[O:15][CH2:14]1)([C:4]1[CH:10]=[CH:9][C:7]([CH3:8])=[CH:6][CH:5]=1)(=[O:3])=[O:2].C(N(CC)C(C)C)(C)C.[C:25]1([SH:31])[CH:30]=[CH:29][CH:28]=[CH:27][CH:26]=1.O. (2) Given the product [Cl:38][C:24]1[N:25]([CH:32]2[CH2:37][CH2:36][CH2:35][CH2:34][O:33]2)[C:26]2[C:22]([N:23]=1)=[C:21]([C:15]1[CH:16]=[CH:17][C:18]([CH3:20])=[CH:19][C:14]=1[CH3:13])[N:29]=[C:28]([S:30][CH3:31])[N:27]=2, predict the reactants needed to synthesize it. The reactants are: C([Li])CCC.C(NC(C)C)(C)C.[CH3:13][C:14]1[CH:19]=[C:18]([CH3:20])[CH:17]=[CH:16][C:15]=1[C:21]1[N:29]=[C:28]([S:30][CH3:31])[N:27]=[C:26]2[C:22]=1[N:23]=[CH:24][N:25]2[CH:32]1[CH2:37][CH2:36][CH2:35][CH2:34][O:33]1.[Cl:38]N1C(=O)CCC1=O.C(=O)(O)[O-].[Na+]. (3) Given the product [Cl:1][C:2]1[CH:3]=[C:4]([C:12]2[CH:17]=[CH:16][CH:15]=[CH:14][C:13]=2[F:18])[CH:5]=[C:6]([N+:9]([O-:11])=[O:10])[C:7]=1[NH:8][C:31]([C:27]1[N:28]([CH3:30])[N:29]=[C:25]([C:21]([CH3:23])([CH3:22])[CH3:24])[C:26]=1[Cl:34])=[O:32], predict the reactants needed to synthesize it. The reactants are: [Cl:1][C:2]1[CH:3]=[C:4]([C:12]2[CH:17]=[CH:16][CH:15]=[CH:14][C:13]=2[F:18])[CH:5]=[C:6]([N+:9]([O-:11])=[O:10])[C:7]=1[NH2:8].[H-].[Na+].[C:21]([C:25]1[C:26]([Cl:34])=[C:27]([C:31](O)=[O:32])[N:28]([CH3:30])[N:29]=1)([CH3:24])([CH3:23])[CH3:22].C(Cl)(=O)C(Cl)=O. (4) The reactants are: [F:1][C:2]1[CH:3]=[C:4]([CH:8]=[CH:9][C:10]=1[N+:11]([O-:13])=[O:12])[C:5]([OH:7])=O.CN(C(ON1N=NC2C=CC=NC1=2)=[N+](C)C)C.F[P-](F)(F)(F)(F)F.C(N(CC)C(C)C)(C)C.[NH:47]([C:49](=[O:72])[CH2:50][CH2:51][C@@H:52]([NH:64][C:65](=[O:71])[O:66][C:67]([CH3:70])([CH3:69])[CH3:68])[CH2:53][C:54]1[CH:55]=[N:56][C:57]([C:60]([F:63])([F:62])[F:61])=[CH:58][CH:59]=1)[NH2:48]. Given the product [F:1][C:2]1[CH:3]=[C:4]([C:5]([NH:48][NH:47][C:49](=[O:72])[CH2:50][CH2:51][C@@H:52]([NH:64][C:65](=[O:71])[O:66][C:67]([CH3:68])([CH3:69])[CH3:70])[CH2:53][C:54]2[CH:55]=[N:56][C:57]([C:60]([F:61])([F:62])[F:63])=[CH:58][CH:59]=2)=[O:7])[CH:8]=[CH:9][C:10]=1[N+:11]([O-:13])=[O:12], predict the reactants needed to synthesize it.